This data is from Peptide-MHC class II binding affinity with 134,281 pairs from IEDB. The task is: Regression. Given a peptide amino acid sequence and an MHC pseudo amino acid sequence, predict their binding affinity value. This is MHC class II binding data. (1) The peptide sequence is YDKFLAMVSTVLTGK. The MHC is DRB3_0202 with pseudo-sequence DRB3_0202. The binding affinity (normalized) is 0.403. (2) The peptide sequence is VWGQKYFKGNFERLA. The MHC is DRB1_0802 with pseudo-sequence DRB1_0802. The binding affinity (normalized) is 0.0932.